Dataset: NCI-60 drug combinations with 297,098 pairs across 59 cell lines. Task: Regression. Given two drug SMILES strings and cell line genomic features, predict the synergy score measuring deviation from expected non-interaction effect. (1) Drug 1: CC1C(C(CC(O1)OC2CC(CC3=C2C(=C4C(=C3O)C(=O)C5=C(C4=O)C(=CC=C5)OC)O)(C(=O)C)O)N)O.Cl. Drug 2: CC(C)(C#N)C1=CC(=CC(=C1)CN2C=NC=N2)C(C)(C)C#N. Cell line: A498. Synergy scores: CSS=7.00, Synergy_ZIP=2.18, Synergy_Bliss=0.999, Synergy_Loewe=-3.15, Synergy_HSA=0.427. (2) Drug 1: CN1CCC(CC1)COC2=C(C=C3C(=C2)N=CN=C3NC4=C(C=C(C=C4)Br)F)OC. Drug 2: C1=NNC2=C1C(=O)NC=N2. Cell line: OVCAR-4. Synergy scores: CSS=14.8, Synergy_ZIP=-4.51, Synergy_Bliss=-2.78, Synergy_Loewe=-5.27, Synergy_HSA=-0.555.